From a dataset of Catalyst prediction with 721,799 reactions and 888 catalyst types from USPTO. Predict which catalyst facilitates the given reaction. (1) Reactant: C([N:8](CC1C=CC=CC=1)[S:9]([C:12]1[CH:17]=[CH:16][C:15]([N:18]2[C@@H:22]3[CH2:23][CH2:24][CH2:25][CH2:26][C@H:21]3[N:20]([C:27]3[CH:32]=[CH:31][C:30]([C:33]#[N:34])=[C:29]([C:35]([F:38])([F:37])[F:36])[CH:28]=3)[C:19]2=[O:39])=[CH:14][C:13]=1[F:40])(=[O:11])=[O:10])C1C=CC=CC=1.OS(O)(=O)=O. Product: [C:33]([C:30]1[CH:31]=[CH:32][C:27]([N:20]2[C@@H:21]3[CH2:26][CH2:25][CH2:24][CH2:23][C@H:22]3[N:18]([C:15]3[CH:16]=[CH:17][C:12]([S:9]([NH2:8])(=[O:11])=[O:10])=[C:13]([F:40])[CH:14]=3)[C:19]2=[O:39])=[CH:28][C:29]=1[C:35]([F:37])([F:36])[F:38])#[N:34]. The catalyst class is: 4. (2) Reactant: [F:1][C:2]1[CH:7]=[CH:6][CH:5]=[CH:4][C:3]=1[N:8]1[C:12]([C:13]2[S:14][C:15]([C:18]3[CH:23]=[CH:22][CH:21]=[C:20]([S:24]([CH3:27])(=[O:26])=[O:25])[CH:19]=3)=[CH:16][CH:17]=2)=[CH:11][C:10]([C:28]([OH:31])([CH3:30])[CH3:29])=[N:9]1.[Cl:32]N1C(=O)CCC1=O. Product: [Cl:32][C:11]1[C:10]([C:28]([OH:31])([CH3:29])[CH3:30])=[N:9][N:8]([C:3]2[CH:4]=[CH:5][CH:6]=[CH:7][C:2]=2[F:1])[C:12]=1[C:13]1[S:14][C:15]([C:18]2[CH:23]=[CH:22][CH:21]=[C:20]([S:24]([CH3:27])(=[O:25])=[O:26])[CH:19]=2)=[CH:16][CH:17]=1. The catalyst class is: 23. (3) Reactant: [CH3:1][C:2]1[CH:11]=[CH:10][C:9]2[CH2:8][CH2:7][CH2:6][N:5]([C:12]([O:14][C:15]([CH3:18])([CH3:17])[CH3:16])=[O:13])[C:4]=2[N:3]=1.[C:19](=O)([O:23]CC)[O:20][CH2:21][CH3:22].[Li+].CC([N-]C(C)C)C. Product: [C:15]([O:14][C:12]([N:5]1[C:4]2[N:3]=[C:2]([CH2:1][C:19]([O:20][CH2:21][CH3:22])=[O:23])[CH:11]=[CH:10][C:9]=2[CH2:8][CH2:7][CH2:6]1)=[O:13])([CH3:18])([CH3:17])[CH3:16]. The catalyst class is: 1. (4) Reactant: [C:1]([C:5]1[CH:10]=[CH:9][CH:8]=[CH:7][C:6]=1[N:11]1[CH2:16][CH2:15][N:14]([C:17]([C:19]2[CH:39]=[CH:38][C:22]([O:23][CH2:24][CH:25]3[CH2:30][CH2:29][N:28](C(OC(C)(C)C)=O)[CH2:27][CH2:26]3)=[CH:21][CH:20]=2)=[O:18])[CH2:13][CH2:12]1)([CH3:4])([CH3:3])[CH3:2].C(OC(=O)C)C.Cl. Product: [C:1]([C:5]1[CH:10]=[CH:9][CH:8]=[CH:7][C:6]=1[N:11]1[CH2:12][CH2:13][N:14]([C:17]([C:19]2[CH:20]=[CH:21][C:22]([O:23][CH2:24][CH:25]3[CH2:30][CH2:29][NH:28][CH2:27][CH2:26]3)=[CH:38][CH:39]=2)=[O:18])[CH2:15][CH2:16]1)([CH3:4])([CH3:2])[CH3:3]. The catalyst class is: 370. (5) Reactant: Cl.[C:2]([C:4]1([NH:10][C:11]([CH:13]([NH:19][C:20]([N:22]2[CH2:27][CH2:26][O:25][CH2:24][CH2:23]2)=[O:21])[CH2:14][C:15]([CH3:18])([CH3:17])[CH3:16])=[O:12])[CH2:9][CH2:8][NH:7][CH2:6][CH2:5]1)#[N:3].[N:28]1([C:34](Cl)=[O:35])[CH2:33][CH2:32][O:31][CH2:30][CH2:29]1.CN1CCOCC1. Product: [C:2]([C:4]1([NH:10][C:11]([CH:13]([NH:19][C:20]([N:22]2[CH2:23][CH2:24][O:25][CH2:26][CH2:27]2)=[O:21])[CH2:14][C:15]([CH3:18])([CH3:17])[CH3:16])=[O:12])[CH2:5][CH2:6][N:7]([C:34]([N:28]2[CH2:33][CH2:32][O:31][CH2:30][CH2:29]2)=[O:35])[CH2:8][CH2:9]1)#[N:3]. The catalyst class is: 2. (6) Reactant: [CH3:1][CH:2]([C:4]1[NH:8][C:7]2[CH:9]=[CH:10][CH:11]=[CH:12][C:13](=[O:14])[C:6]=2[N:5]=1)[CH3:3]. Product: [CH3:3][CH:2]([C:4]1[NH:8][C:7]2[CH2:9][CH2:10][CH2:11][CH2:12][C:13](=[O:14])[C:6]=2[N:5]=1)[CH3:1]. The catalyst class is: 19.